From a dataset of Peptide-MHC class I binding affinity with 185,985 pairs from IEDB/IMGT. Regression. Given a peptide amino acid sequence and an MHC pseudo amino acid sequence, predict their binding affinity value. This is MHC class I binding data. (1) The peptide sequence is ISIIVLFQR. The MHC is HLA-A68:02 with pseudo-sequence HLA-A68:02. The binding affinity (normalized) is 0.159. (2) The peptide sequence is RLIQNSLTI. The MHC is H-2-Db with pseudo-sequence H-2-Db. The binding affinity (normalized) is 0.637.